From a dataset of NCI-60 drug combinations with 297,098 pairs across 59 cell lines. Regression. Given two drug SMILES strings and cell line genomic features, predict the synergy score measuring deviation from expected non-interaction effect. Drug 1: C1=CC=C(C=C1)NC(=O)CCCCCCC(=O)NO. Drug 2: CNC(=O)C1=NC=CC(=C1)OC2=CC=C(C=C2)NC(=O)NC3=CC(=C(C=C3)Cl)C(F)(F)F. Cell line: K-562. Synergy scores: CSS=5.93, Synergy_ZIP=-6.66, Synergy_Bliss=-7.12, Synergy_Loewe=-39.8, Synergy_HSA=-14.5.